From a dataset of Catalyst prediction with 721,799 reactions and 888 catalyst types from USPTO. Predict which catalyst facilitates the given reaction. (1) Reactant: Br[C:2]1[C:3]([F:28])=[C:4]([N:8]2[CH:13]=[C:12]([O:14][CH3:15])[C:11](=[O:16])[C:10]([C:17]3[N:21]([C:22]4[CH:27]=[CH:26][CH:25]=[CH:24][CH:23]=4)[N:20]=[CH:19][CH:18]=3)=[N:9]2)[CH:5]=[CH:6][CH:7]=1.Cl.[F:30][C:31]([F:38])([F:37])[CH:32]1[CH2:36][CH2:35][NH:34][CH2:33]1.O(C(C)(C)C)[Na].CC1(C)C2C(=C(P(C3C=CC=CC=3)C3C=CC=CC=3)C=CC=2)OC2C(P(C3C=CC=CC=3)C3C=CC=CC=3)=CC=CC1=2. Product: [F:28][C:3]1[C:2]([N:34]2[CH2:35][CH2:36][CH:32]([C:31]([F:38])([F:37])[F:30])[CH2:33]2)=[CH:7][CH:6]=[CH:5][C:4]=1[N:8]1[CH:13]=[C:12]([O:14][CH3:15])[C:11](=[O:16])[C:10]([C:17]2[N:21]([C:22]3[CH:27]=[CH:26][CH:25]=[CH:24][CH:23]=3)[N:20]=[CH:19][CH:18]=2)=[N:9]1. The catalyst class is: 62. (2) Reactant: [CH3:1][C:2]1[N:3]([C@@H:11]([CH3:15])[C:12]([OH:14])=O)[CH:4]=[C:5]([C:7]([F:10])([F:9])[F:8])[N:6]=1.C(Cl)(=O)C(Cl)=O.[F:22][C:23]1[CH:28]=[CH:27][C:26]([N:29]2[C:37]3[CH2:36][CH2:35][CH2:34][NH:33][C:32]=3[CH:31]=[N:30]2)=[CH:25][CH:24]=1.CCN(CC)CC. Product: [F:22][C:23]1[CH:24]=[CH:25][C:26]([N:29]2[C:37]3[CH2:36][CH2:35][CH2:34][N:33]([C:12](=[O:14])[C@@H:11]([N:3]4[CH:4]=[C:5]([C:7]([F:8])([F:9])[F:10])[N:6]=[C:2]4[CH3:1])[CH3:15])[C:32]=3[CH:31]=[N:30]2)=[CH:27][CH:28]=1. The catalyst class is: 59. (3) Reactant: C(O)(C(F)(F)F)=O.[Cl:8][C:9]1[CH:14]=[CH:13][CH:12]=[C:11]([Cl:15])[C:10]=1[N:16]1[CH:46]=[CH:45][C:19]2[N:20]=[C:21]([NH:24][C:25]3[CH:30]=[CH:29][C:28]([N:31]4[CH2:36][CH2:35][N:34](C(OC(C)(C)C)=O)[CH2:33][CH2:32]4)=[C:27]([F:44])[CH:26]=3)[N:22]=[CH:23][C:18]=2[C:17]1=[O:47]. Product: [Cl:8][C:9]1[CH:14]=[CH:13][CH:12]=[C:11]([Cl:15])[C:10]=1[N:16]1[CH:46]=[CH:45][C:19]2[N:20]=[C:21]([NH:24][C:25]3[CH:30]=[CH:29][C:28]([N:31]4[CH2:32][CH2:33][NH:34][CH2:35][CH2:36]4)=[C:27]([F:44])[CH:26]=3)[N:22]=[CH:23][C:18]=2[C:17]1=[O:47]. The catalyst class is: 2. (4) Reactant: [CH:1]1[C:13]2[C:12](=O)[C:11]3[C:6](=[CH:7][CH:8]=[CH:9][CH:10]=3)[C:5]=2[N:4]=[CH:3][CH:2]=1.O.NN.[Cl-].[Na+]. Product: [CH:1]1[C:13]2[CH2:12][C:11]3[C:6](=[CH:7][CH:8]=[CH:9][CH:10]=3)[C:5]=2[N:4]=[CH:3][CH:2]=1. The catalyst class is: 831. (5) Reactant: [CH:1]1[C:13]2[CH:12]([CH2:14][O:15][C:16]([NH:18][C@@H:19]([CH2:24][CH2:25][CH2:26][NH:27][C:28]([NH:30][S:31]([C:34]3[C:35]([CH3:48])=[C:36]4[C:41](=[C:42]([CH3:45])[C:43]=3[CH3:44])[O:40][C:39]([CH3:47])([CH3:46])[CH2:38][CH2:37]4)(=[O:33])=[O:32])=[NH:29])[CH2:20][C:21]([OH:23])=[O:22])=[O:17])[C:11]3[C:6](=[CH:7][CH:8]=[CH:9][CH:10]=3)[C:5]=2[CH:4]=[CH:3][CH:2]=1.S(Cl)(Cl)=O.[CH3:53]O. Product: [CH:1]1[C:13]2[CH:12]([CH2:14][O:15][C:16]([NH:18][C@@H:19]([CH2:24][CH2:25][CH2:26][NH:27][C:28]([NH:30][S:31]([C:34]3[C:35]([CH3:48])=[C:36]4[C:41](=[C:42]([CH3:45])[C:43]=3[CH3:44])[O:40][C:39]([CH3:46])([CH3:47])[CH2:38][CH2:37]4)(=[O:33])=[O:32])=[NH:29])[CH2:20][C:21]([O:23][CH3:53])=[O:22])=[O:17])[C:11]3[C:6](=[CH:7][CH:8]=[CH:9][CH:10]=3)[C:5]=2[CH:4]=[CH:3][CH:2]=1. The catalyst class is: 4. (6) Reactant: [CH2:1]([O:8][CH2:9][CH2:10][OH:11])[C:2]1[CH:7]=[CH:6][CH:5]=[CH:4][CH:3]=1.[O:12]1[CH:17]2[CH:13]1[CH2:14][O:15][CH2:16]2.C(=O)(O)[O-].[Na+]. Product: [CH2:1]([O:8][CH2:9][CH2:10][O:11][C@@H:17]1[CH2:16][O:15][CH2:14][C@H:13]1[OH:12])[C:2]1[CH:7]=[CH:6][CH:5]=[CH:4][CH:3]=1. The catalyst class is: 4. (7) Reactant: [F:1][C:2]([F:47])([F:46])[C:3]1[CH:4]=[C:5]([CH:39]=[C:40]([C:42]([F:45])([F:44])[F:43])[CH:41]=1)[CH2:6][N:7]([CH2:21][C:22]1[CH:27]=[C:26]([C:28]([F:31])([F:30])[F:29])[CH:25]=[CH:24][C:23]=1[N:32]([CH2:35][CH2:36][CH2:37][CH3:38])[CH2:33][CH3:34])[C:8]1[N:13]=[CH:12][C:11]([O:14][CH2:15][CH2:16][CH2:17][C:18]([OH:20])=[O:19])=[CH:10][N:9]=1.[OH-].[Na+:49]. Product: [Na+:49].[F:47][C:2]([F:1])([F:46])[C:3]1[CH:4]=[C:5]([CH:39]=[C:40]([C:42]([F:43])([F:44])[F:45])[CH:41]=1)[CH2:6][N:7]([CH2:21][C:22]1[CH:27]=[C:26]([C:28]([F:31])([F:30])[F:29])[CH:25]=[CH:24][C:23]=1[N:32]([CH2:35][CH2:36][CH2:37][CH3:38])[CH2:33][CH3:34])[C:8]1[N:9]=[CH:10][C:11]([O:14][CH2:15][CH2:16][CH2:17][C:18]([O-:20])=[O:19])=[CH:12][N:13]=1. The catalyst class is: 8. (8) Reactant: [Cl:1][CH2:2][C:3](Cl)=[O:4].[Cl:6][C:7]1[CH:16]=[CH:15][C:14]2[N:13]=[C:12]([N:17]3[CH2:21][CH2:20][C@@H:19]([O:22][Si:23]([C:26]([CH3:29])([CH3:28])[CH3:27])([CH3:25])[CH3:24])[CH2:18]3)[CH:11]=[CH:10][C:9]=2[C:8]=1[NH2:30].C(=O)([O-])[O-].[K+].[K+].O. Product: [Cl:1][CH2:2][C:3]([NH:30][C:8]1[C:7]([Cl:6])=[CH:16][CH:15]=[C:14]2[C:9]=1[CH:10]=[CH:11][C:12]([N:17]1[CH2:21][CH2:20][C@@H:19]([O:22][Si:23]([C:26]([CH3:29])([CH3:28])[CH3:27])([CH3:24])[CH3:25])[CH2:18]1)=[N:13]2)=[O:4]. The catalyst class is: 21.